This data is from Full USPTO retrosynthesis dataset with 1.9M reactions from patents (1976-2016). The task is: Predict the reactants needed to synthesize the given product. (1) Given the product [CH3:1][O:2][C:3]1[CH:4]=[CH:5][CH:6]=[C:7]2[C:20]=1[C:19]1[C:10](=[C:11]3[C:16](=[CH:17][CH:18]=1)[NH:15][C:14]([CH3:22])([CH3:21])[C:13](=[O:23])[N:12]3[CH3:25])[C:9](=[O:24])[O:8]2, predict the reactants needed to synthesize it. The reactants are: [CH3:1][O:2][C:3]1[CH:4]=[CH:5][CH:6]=[C:7]2[C:20]=1[C:19]1[C:10](=[C:11]3[C:16](=[CH:17][CH:18]=1)[NH:15][C:14]([CH3:22])([CH3:21])[C:13](=[O:23])[NH:12]3)[C:9](=[O:24])[O:8]2.[C:25](=O)([O-])[O-].[Cs+].[Cs+].CI.O. (2) Given the product [Si:1]([O:8][CH2:9][C:10]1[N:11]=[C:12]([C:24]2([OH:27])[CH2:25][CH2:26][O:21][CH2:22][CH2:23]2)[S:13][C:14]=1[CH3:15])([C:4]([CH3:7])([CH3:6])[CH3:5])([CH3:2])[CH3:3], predict the reactants needed to synthesize it. The reactants are: [Si:1]([O:8][CH2:9][C:10]1[N:11]=[CH:12][S:13][C:14]=1[CH3:15])([C:4]([CH3:7])([CH3:6])[CH3:5])([CH3:3])[CH3:2].C([Li])CCC.[O:21]1[CH2:26][CH2:25][C:24](=[O:27])[CH2:23][CH2:22]1.CC(C)=O.CCCCCC. (3) The reactants are: [CH3:1][CH:2]([CH3:11])[CH:3]([C:5]1[CH:6]=[N:7][CH:8]=[CH:9][CH:10]=1)[OH:4]. Given the product [CH3:1][CH:2]([CH3:11])[C:3]([C:5]1[CH:6]=[N:7][CH:8]=[CH:9][CH:10]=1)=[O:4], predict the reactants needed to synthesize it. (4) Given the product [CH:62]([CH:47]1[CH2:48][N:49]([S:52]([C:55]2[CH:56]=[CH:57][C:58]([CH3:61])=[CH:59][CH:60]=2)(=[O:53])=[O:54])[CH2:50][CH2:51][N:46]1[S:43]([C:40]1[CH:39]=[CH:38][C:37]([CH3:64])=[CH:42][CH:41]=1)(=[O:44])=[O:45])=[CH:63][C:31]1[CH:36]=[CH:35][CH:34]=[CH:33][CH:32]=1.[C:37]1([CH3:64])[CH:42]=[CH:41][C:40]([S:43]([N:46]2[CH2:51][CH2:50][N:49]([S:52]([C:55]3[CH:60]=[CH:59][C:58]([CH3:61])=[CH:57][CH:56]=3)(=[O:54])=[O:53])[CH2:48][CH:47]2[CH:62]=[CH2:63])(=[O:44])=[O:45])=[CH:39][CH:38]=1, predict the reactants needed to synthesize it. The reactants are: C1(C)C=CC=CC=1P(C1C=CC=CC=1C)C1C=CC=CC=1C.C(N(CC)CC)C.I[C:31]1[CH:36]=[CH:35][CH:34]=[CH:33][CH:32]=1.[C:37]1([CH3:64])[CH:42]=[CH:41][C:40]([S:43]([N:46]2[CH2:51][CH2:50][N:49]([S:52]([C:55]3[CH:60]=[CH:59][C:58]([CH3:61])=[CH:57][CH:56]=3)(=[O:54])=[O:53])[CH2:48][CH:47]2[CH:62]=[CH2:63])(=[O:45])=[O:44])=[CH:39][CH:38]=1. (5) Given the product [CH:36]1([NH:39][C:6]([C:5]2[N:1]=[C:2]([C:10]3[N:11]=[CH:12][N:13]4[C:18](=[O:19])[N:17]([CH3:20])[N:16]=[N:15][C:14]=34)[S:3][CH:4]=2)=[O:8])[CH2:38][CH2:37]1, predict the reactants needed to synthesize it. The reactants are: [NH:1]=[C:2]([C:10]1[N:11]=[CH:12][N:13]2[C:18](=[O:19])[N:17]([CH3:20])[N:16]=[N:15][C:14]=12)[S:3][CH2:4][C:5](=O)[C:6]([OH:8])=O.ClC(OCC(C)C)=O.C(N(CC)CC)C.[CH:36]1([NH2:39])[CH2:38][CH2:37]1. (6) Given the product [C:44]([O:43][CH2:42][C:41]([CH3:48])([CH3:47])[CH2:40][N:20]1[C:21]2[CH:38]=[CH:37][C:36]([Cl:39])=[CH:35][C:22]=2[C@@H:23]([C:25]2[CH:30]=[CH:29][CH:28]=[C:27]([O:31][CH3:32])[C:26]=2[O:33][CH3:34])[O:24][C@H:18]([CH2:17][C:16]2[C:12]([C:10]([O:9][CH2:7][CH3:8])=[O:11])=[CH:13][N:14]([CH2:51][CH2:52][CH2:53][C:54]([O:56][CH2:57][CH3:58])=[O:55])[N:15]=2)[C:19]1=[O:49])(=[O:46])[CH3:45].[C:44]([O:43][CH2:42][C:41]([CH3:48])([CH3:47])[CH2:40][N:20]1[C:21]2[CH:38]=[CH:37][C:36]([Cl:39])=[CH:35][C:22]=2[C@@H:23]([C:25]2[CH:30]=[CH:29][CH:28]=[C:27]([O:31][CH3:32])[C:26]=2[O:33][CH3:34])[O:24][C@H:18]([CH2:17][C:16]2[N:15]([CH2:51][CH2:52][CH2:53][C:54]([O:56][CH2:57][CH3:58])=[O:55])[N:14]=[CH:13][C:12]=2[C:10]([O:9][CH2:7][CH3:8])=[O:11])[C:19]1=[O:49])(=[O:46])[CH3:45], predict the reactants needed to synthesize it. The reactants are: C(=O)([O-])[O-].[K+].[K+].[CH2:7]([O:9][C:10]([C:12]1[CH:13]=[N:14][NH:15][C:16]=1[CH2:17][C@H:18]1[O:24][C@H:23]([C:25]2[CH:30]=[CH:29][CH:28]=[C:27]([O:31][CH3:32])[C:26]=2[O:33][CH3:34])[C:22]2[CH:35]=[C:36]([Cl:39])[CH:37]=[CH:38][C:21]=2[N:20]([CH2:40][C:41]([CH3:48])([CH3:47])[CH2:42][O:43][C:44](=[O:46])[CH3:45])[C:19]1=[O:49])=[O:11])[CH3:8].Br[CH2:51][CH2:52][CH2:53][C:54]([O:56][CH2:57][CH3:58])=[O:55]. (7) Given the product [CH2:17]([N:3]([CH2:1][CH3:2])[CH2:4][CH2:5][CH2:6][CH2:7][C:8]1[CH:13]=[CH:12][C:11]([NH2:14])=[CH:10][CH:9]=1)[CH3:18], predict the reactants needed to synthesize it. The reactants are: [CH2:1]([N:3]([CH2:17][CH3:18])[CH2:4][CH2:5][CH2:6][CH2:7][C:8]1[CH:13]=[CH:12][C:11]([N+:14]([O-])=O)=[CH:10][CH:9]=1)[CH3:2]. (8) Given the product [CH3:30][O:29][C:22]1[CH:23]=[C:24]([O:27][CH3:28])[CH:25]=[CH:26][C:21]=1[CH2:20][N:8]([C:5]1[S:6][CH:7]=[C:3]([CH2:2][N:33]2[CH2:34][CH2:35][O:31][C:32]2=[O:36])[N:4]=1)[C:9]([NH:11][CH2:12][C:13]1[CH:18]=[CH:17][CH:16]=[C:15]([F:19])[CH:14]=1)=[O:10], predict the reactants needed to synthesize it. The reactants are: Cl[CH2:2][C:3]1[N:4]=[C:5]([N:8]([CH2:20][C:21]2[CH:26]=[CH:25][C:24]([O:27][CH3:28])=[CH:23][C:22]=2[O:29][CH3:30])[C:9]([NH:11][CH2:12][C:13]2[CH:18]=[CH:17][CH:16]=[C:15]([F:19])[CH:14]=2)=[O:10])[S:6][CH:7]=1.[O:31]1[CH2:35][CH2:34][NH:33][C:32]1=[O:36].[H-].[Na+].CCOC(C)=O. (9) Given the product [CH3:69][C:62]1[CH2:63][CH2:64][CH2:65][C:66]([CH3:67])([CH3:68])[C:61]=1/[CH:10]=[CH:11]/[C:12](/[CH3:59])=[CH:13]/[CH:14]=[CH:15]/[C:16](/[CH3:58])=[CH:17]/[CH:18]=[CH:19]/[CH:20]=[C:21](\[CH3:48])/[CH:22]=[CH:23]/[CH:24]=[C:25](\[CH3:47])/[CH:26]=[CH:27]/[C:28]1[C:33]([CH3:35])([CH3:34])[CH2:32][CH2:31][CH2:30][C:29]=1[CH3:36], predict the reactants needed to synthesize it. The reactants are: C1(S([CH:10]([C:61]2[C:66]([CH3:68])([CH3:67])[CH2:65][CH2:64][CH2:63][C:62]=2[CH3:69])[CH:11](O)[C:12]([CH3:59])=[CH:13][CH2:14][CH2:15][C:16]([CH3:58])=[CH:17][CH:18](S(C2C=CC=CC=2)(=O)=O)[CH2:19][CH:20]=[C:21]([CH3:48])[CH2:22][CH2:23][CH:24]=[C:25]([CH3:47])[CH:26](O)[CH:27](S(C2C=CC=CC=2)(=O)=O)[C:28]2[C:33]([CH3:35])([CH3:34])[CH2:32][CH2:31][CH2:30][C:29]=2[CH3:36])(=O)=O)C=CC=CC=1.N1C=CC=CC=1.P(Br)(Br)Br.